The task is: Predict the reaction yield, written as a fraction of the theoretical maximum amount of product (1.0 means a 100% yield; for example, 0.34 means a 34% yield).. This data is from Reaction yield outcomes from USPTO patents with 853,638 reactions. (1) The product is [CH2:1]([O:3][C:4]1[CH:5]=[C:6]2[C:11](=[CH:12][C:13]=1[O:14][CH3:15])[N:10]=[CH:9][N:8]=[C:7]2[O:16][C:17]1[CH:18]=[C:19]([NH:20][C:35]([NH:34][C:31]2[CH:30]=[C:29]([C:26]([CH3:28])([CH3:27])[C:25]([F:45])([F:44])[F:24])[O:33][N:32]=2)=[O:36])[CH:21]=[CH:22][CH:23]=1)[CH3:2]. The catalyst is C1COCC1.CN(C)C1C=CN=CC=1. The reactants are [CH2:1]([O:3][C:4]1[CH:5]=[C:6]2[C:11](=[CH:12][C:13]=1[O:14][CH3:15])[N:10]=[CH:9][N:8]=[C:7]2[O:16][C:17]1[CH:18]=[C:19]([CH:21]=[CH:22][CH:23]=1)[NH2:20])[CH3:2].[F:24][C:25]([F:45])([F:44])[C:26]([C:29]1[O:33][N:32]=[C:31]([NH:34][C:35](=O)[O:36]C2C=CC=CC=2)[CH:30]=1)([CH3:28])[CH3:27]. The yield is 0.280. (2) The reactants are Br[C:2]1[CH:3]=[C:4]([CH:8]=[CH:9][N:10]=1)[C:5]([OH:7])=[O:6]. The catalyst is N1CCCCC1. The product is [N:10]1([C:2]2[CH:3]=[C:4]([CH:8]=[CH:9][N:10]=2)[C:5]([OH:7])=[O:6])[CH2:9][CH2:8][CH2:4][CH2:3][CH2:2]1. The yield is 0.850. (3) The reactants are [CH3:1][O:2][C:3](=[O:13])[C:4]1[CH:9]=[CH:8][C:7]([CH:10]=[O:11])=[CH:6][C:5]=1[Br:12].[CH2:14]([OH:17])[CH2:15]O.[C:18]1(C)C=CC(S(O)(=O)=O)=CC=1. The catalyst is C1COCC1. The product is [CH3:1][O:2][C:3](=[O:13])[C:4]1[CH:9]=[CH:8][C:7]([CH:10]2[O:17][CH2:14][CH:15]=[CH:18][O:11]2)=[CH:6][C:5]=1[Br:12]. The yield is 0.730. (4) The reactants are [CH2:1]([C:3]1([OH:18])[C:13]2[C:8](=[C:9]([O:15]C)[N:10]=[C:11]([I:14])[CH:12]=2)[CH2:7][O:6][C:5](=[O:17])[CH2:4]1)[CH3:2].C(#N)C.Cl[Si](C)(C)C.O.[O-]S([O-])=O.[Na+].[Na+].[Cl-].[Na+].O. No catalyst specified. The product is [CH2:1]([C:3]1([OH:18])[C:13]2[CH:12]=[C:11]([I:14])[NH:10][C:9](=[O:15])[C:8]=2[CH2:7][O:6][C:5](=[O:17])[CH2:4]1)[CH3:2]. The yield is 0.610. (5) The reactants are [C:1]([C:4]1[CH:5]=[C:6]([CH:11]=[C:12]([Br:15])[C:13]=1[OH:14])[C:7]([O:9][CH3:10])=[O:8])(=[O:3])[CH3:2].C[Si]([N-][Si](C)(C)C)(C)C.[Li+].[C:26](=S)=[S:27].OS(O)(=O)=O.S. The catalyst is C1COCC1.C(Cl)Cl.O. The product is [Br:15][C:12]1[CH:11]=[C:6]([C:7]([O:9][CH3:10])=[O:8])[CH:5]=[C:4]2[C:13]=1[O:14][C:26](=[S:27])[CH:2]=[C:1]2[OH:3]. The yield is 0.630. (6) The reactants are [Cl:1][C:2]1[CH:3]=[C:4]2[C:9](=[CH:10][C:11]=1[O:12][C:13]1[CH:18]=[CH:17][C:16]([C:19](=[O:30])[NH:20][CH2:21][C:22]3[CH:27]=[CH:26][C:25]([Cl:28])=[C:24]([Cl:29])[CH:23]=3)=[CH:15][CH:14]=1)[O:8][CH2:7][CH2:6][CH:5]2[C:31]([O:33]CC)=[O:32].[OH-].[Na+].C1COCC1.Cl. The catalyst is C(OCC)(=O)C.C(O)C. The product is [Cl:1][C:2]1[CH:3]=[C:4]2[C:9](=[CH:10][C:11]=1[O:12][C:13]1[CH:18]=[CH:17][C:16]([C:19](=[O:30])[NH:20][CH2:21][C:22]3[CH:27]=[CH:26][C:25]([Cl:28])=[C:24]([Cl:29])[CH:23]=3)=[CH:15][CH:14]=1)[O:8][CH2:7][CH2:6][CH:5]2[C:31]([OH:33])=[O:32]. The yield is 0.756. (7) The reactants are [CH3:1][N:2]1[C:6]2[C:7](=[O:13])[CH2:8][NH:9][S:10](=[O:12])(=[O:11])[C:5]=2[CH:4]=[CH:3]1.[Br:14][CH2:15][CH2:16][CH2:17]Br.C(=O)([O-])[O-].[K+].[K+]. The catalyst is CC(C)=O. The product is [Br:14][CH2:15][CH2:16][CH2:17][N:9]1[CH2:8][C:7](=[O:13])[C:6]2[N:2]([CH3:1])[CH:3]=[CH:4][C:5]=2[S:10]1(=[O:12])=[O:11]. The yield is 0.340.